The task is: Predict which catalyst facilitates the given reaction.. This data is from Catalyst prediction with 721,799 reactions and 888 catalyst types from USPTO. (1) Reactant: C(O[C:4]1[C:5](=[O:17])[C:6](=[O:16])[C:7]=1[NH:8][C:9]1[CH:14]=[CH:13][CH:12]=[CH:11][C:10]=1[OH:15])C.[Cl:18][C:19]1[C:25]([CH3:26])=[CH:24][CH:23]=[CH:22][C:20]=1[NH2:21]. Product: [Cl:18][C:19]1[C:25]([CH3:26])=[CH:24][CH:23]=[CH:22][C:20]=1[NH:21][C:4]1[C:5](=[O:17])[C:6](=[O:16])[C:7]=1[NH:8][C:9]1[CH:14]=[CH:13][CH:12]=[CH:11][C:10]=1[OH:15]. The catalyst class is: 16. (2) Reactant: [CH2:1]([N:3]=[C:4]=[S:5])[CH3:2].[S:6]1[CH:10]=[CH:9][CH:8]=[C:7]1[CH2:11][CH2:12][NH2:13].C(N(CC)CC)C.Cl. Product: [CH2:1]([NH:3][C:4]([NH:13][CH2:12][CH2:11][C:7]1[S:6][CH:10]=[CH:9][CH:8]=1)=[S:5])[CH3:2]. The catalyst class is: 46. (3) Reactant: [CH3:1][O:2][C:3]([C@@H:5]1[CH2:14][C:13]2[C:8](=[CH:9][C:10]([N+:15]([O-])=O)=[CH:11][CH:12]=2)[CH2:7][N:6]1[C:18]([O:20][C:21]([CH3:24])([CH3:23])[CH3:22])=[O:19])=[O:4]. Product: [CH3:1][O:2][C:3]([C@@H:5]1[CH2:14][C:13]2[C:8](=[CH:9][C:10]([NH2:15])=[CH:11][CH:12]=2)[CH2:7][N:6]1[C:18]([O:20][C:21]([CH3:24])([CH3:23])[CH3:22])=[O:19])=[O:4]. The catalyst class is: 25. (4) Reactant: [F:1][C:2]1[C:11]([CH3:12])=[C:10]2[C:5]([C:6](=[O:22])[C:7]([C:17]([O:19]CC)=[O:18])=[CH:8][N:9]2[C@@H:13]2[CH2:15][C@@H:14]2[F:16])=[CH:4][CH:3]=1.Cl. Product: [F:1][C:2]1[C:11]([CH3:12])=[C:10]2[C:5]([C:6](=[O:22])[C:7]([C:17]([OH:19])=[O:18])=[CH:8][N:9]2[C@@H:13]2[CH2:15][C@@H:14]2[F:16])=[CH:4][CH:3]=1. The catalyst class is: 15. (5) Reactant: [F:1][C:2]1[CH:3]=[C:4]([C:8]2[CH:9]=[C:10]3[C:14](=[C:15]([C:17]([NH2:19])=[O:18])[CH:16]=2)[NH:13][N:12]=[C:11]3[CH:20]2[CH2:25][CH2:24][NH:23][CH2:22][CH2:21]2)[CH:5]=[CH:6][CH:7]=1.Cl[CH2:27][CH2:28][S:29](Cl)(=[O:31])=[O:30].[CH2:33]([N:35](CC)[CH2:36][CH3:37])[CH3:34].C([O-])([O-])=O.[K+].[K+].C(NCC)C. Product: [CH2:33]([N:35]([CH2:36][CH3:37])[CH2:27][CH2:28][S:29]([N:23]1[CH2:24][CH2:25][CH:20]([C:11]2[C:10]3[C:14](=[C:15]([C:17]([NH2:19])=[O:18])[CH:16]=[C:8]([C:4]4[CH:5]=[CH:6][CH:7]=[C:2]([F:1])[CH:3]=4)[CH:9]=3)[NH:13][N:12]=2)[CH2:21][CH2:22]1)(=[O:31])=[O:30])[CH3:34]. The catalyst class is: 3. (6) Reactant: [CH3:1][CH:2]1[CH2:11][C:10]2[C:9]([CH3:13])([CH3:12])[CH:8]([CH3:14])[CH2:7][C:6]([CH3:16])([CH3:15])[C:5]=2[C:4](=O)[CH2:3]1.[C:18](O)(=O)C.[CH:22]([NH2:24])=[NH:23]. Product: [CH3:1][CH:2]1[CH2:11][C:10]2[C:9]([CH3:13])([CH3:12])[CH:8]([CH3:14])[CH2:7][C:6]([CH3:16])([CH3:15])[C:5]=2[C:4]2[N:24]=[CH:22][N:23]=[CH:18][C:3]1=2. The catalyst class is: 51.